Dataset: Forward reaction prediction with 1.9M reactions from USPTO patents (1976-2016). Task: Predict the product of the given reaction. (1) Given the reactants [CH2:1]([N:3]([C:15](=[O:26])[NH:16][S:17]([C:20]1[CH:25]=[CH:24][CH:23]=[CH:22][CH:21]=1)(=[O:19])=[O:18])[NH:4]C(OCC1C=CC=CC=1)=O)[CH3:2], predict the reaction product. The product is: [CH2:1]([N:3]([C:15]([NH:16][S:17]([C:20]1[CH:25]=[CH:24][CH:23]=[CH:22][CH:21]=1)(=[O:18])=[O:19])=[O:26])[NH2:4])[CH3:2]. (2) Given the reactants [Cl:1][C:2]1[CH:7]=[CH:6][C:5]([C:8]2[N:12]([CH:13]([CH:23]3[CH2:28][CH2:27][CH2:26][CH2:25][CH2:24]3)[CH2:14]OCC3CCCCC3)[C:11]3[CH:29]=[C:30]([F:34])[C:31]([F:33])=[CH:32][C:10]=3[N:9]=2)=[CH:4][CH:3]=1.[C:35]([C:37]1[CH:38]=[N:39][C:40]([OH:43])=[CH:41][CH:42]=1)#[N:36].N(C(OC(C)(C)C)=O)=NC(OC(C)(C)C)=O, predict the reaction product. The product is: [Cl:1][C:2]1[CH:7]=[CH:6][C:5]([C:8]2[N:12]([CH:13]([CH:23]3[CH2:24][CH2:25][CH2:26][CH2:27][CH2:28]3)[CH2:14][O:43][C:40]3[CH:41]=[CH:42][C:37]([C:35]#[N:36])=[CH:38][N:39]=3)[C:11]3[CH:29]=[C:30]([F:34])[C:31]([F:33])=[CH:32][C:10]=3[N:9]=2)=[CH:4][CH:3]=1. (3) Given the reactants CC1(C)C(C)(C)OB(/[CH:9]=[CH:10]/[C:11]2[CH:23]=[CH:22][C:14]([CH2:15][N:16]3[CH2:21][CH2:20][O:19][CH2:18][CH2:17]3)=[CH:13][CH:12]=2)O1.Cl[C:26]1[N:27]=[CH:28][C:29]2[CH:30]=[CH:31][C:32]3[C:41]4[C:40](=[O:42])[NH:39][CH2:38][CH2:37][CH2:36][C:35]=4[NH:34][C:33]=3[C:43]=2[CH:44]=1, predict the reaction product. The product is: [N:16]1([CH2:15][C:14]2[CH:13]=[CH:12][C:11](/[CH:10]=[CH:9]/[C:26]3[N:27]=[CH:28][C:29]4[CH:30]=[CH:31][C:32]5[C:41]6[C:40](=[O:42])[NH:39][CH2:38][CH2:37][CH2:36][C:35]=6[NH:34][C:33]=5[C:43]=4[CH:44]=3)=[CH:23][CH:22]=2)[CH2:17][CH2:18][O:19][CH2:20][CH2:21]1.